This data is from Reaction yield outcomes from USPTO patents with 853,638 reactions. The task is: Predict the reaction yield, written as a fraction of the theoretical maximum amount of product (1.0 means a 100% yield; for example, 0.34 means a 34% yield). (1) The reactants are F[C:2]1[CH:3]=[C:4]([N+:8]([O-:10])=[O:9])[CH:5]=[CH:6][CH:7]=1.[NH:11]1[CH2:16][CH2:15][CH2:14][CH2:13][CH2:12]1. The catalyst is O. The product is [N+:8]([C:4]1[CH:3]=[C:2]([N:11]2[CH2:16][CH2:15][CH2:14][CH2:13][CH2:12]2)[CH:7]=[CH:6][CH:5]=1)([O-:10])=[O:9]. The yield is 0.930. (2) The reactants are [OH-:1].[Na+].[CH:3]([C:6]1[C:7]([O:38][CH2:39][O:40][CH3:41])=[CH:8][C:9]([O:34][CH2:35][O:36][CH3:37])=[C:10]([C:12]2[N:16]([C:17]3[CH:22]=[CH:21][C:20]([CH2:23][N:24]4[CH2:29][CH2:28][O:27][CH2:26][CH2:25]4)=[CH:19][CH:18]=3)[C:15](S(C)(=O)=O)=[N:14][N:13]=2)[CH:11]=1)([CH3:5])[CH3:4]. The catalyst is CS(C)=O. The product is [CH:3]([C:6]1[C:7]([O:38][CH2:39][O:40][CH3:41])=[CH:8][C:9]([O:34][CH2:35][O:36][CH3:37])=[C:10]([C:12]2[N:16]([C:17]3[CH:22]=[CH:21][C:20]([CH2:23][N:24]4[CH2:29][CH2:28][O:27][CH2:26][CH2:25]4)=[CH:19][CH:18]=3)[C:15](=[O:1])[NH:14][N:13]=2)[CH:11]=1)([CH3:5])[CH3:4]. The yield is 0.530. (3) The reactants are [CH2:1]([N:7]([CH2:21][C:22]1[CH:27]=[CH:26][C:25]([C:28]#[C:29][C:30]2[CH:35]=[CH:34][C:33]([O:36][CH3:37])=[CH:32][CH:31]=2)=[CH:24][CH:23]=1)[C:8]1[CH:20]=[CH:19][C:11]2[O:12]C(C)(C)[O:14][C:15](=[O:16])[C:10]=2[CH:9]=1)[CH2:2][CH2:3][CH2:4][CH2:5][CH3:6].[OH-].[Na+]. The catalyst is CO. The product is [CH2:1]([N:7]([CH2:21][C:22]1[CH:23]=[CH:24][C:25]([C:28]#[C:29][C:30]2[CH:31]=[CH:32][C:33]([O:36][CH3:37])=[CH:34][CH:35]=2)=[CH:26][CH:27]=1)[C:8]1[CH:20]=[CH:19][C:11]([OH:12])=[C:10]([CH:9]=1)[C:15]([OH:16])=[O:14])[CH2:2][CH2:3][CH2:4][CH2:5][CH3:6]. The yield is 0.120. (4) The reactants are [CH:1]1([C:4]([NH:6][C:7]2[N:8]=[C:9]3[CH:14]=[CH:13][C:12]([O:15][C:16]4[CH:17]=[CH:18][C:19]([CH3:32])=[C:20]([NH:22][C:23]([C:25]5[N:29]([CH3:30])[N:28]=[C:27]([CH3:31])[CH:26]=5)=[O:24])[CH:21]=4)=[N:11][N:10]3[CH:33]=2)=[O:5])[CH2:3][CH2:2]1.O.[C:35]1([S:41]([OH:44])(=[O:43])=[O:42])[CH:40]=[CH:39][CH:38]=[CH:37][CH:36]=1. The catalyst is C(O)C. The product is [C:35]1([S:41]([OH:44])(=[O:43])=[O:42])[CH:40]=[CH:39][CH:38]=[CH:37][CH:36]=1.[CH:1]1([C:4]([NH:6][C:7]2[N:8]=[C:9]3[CH:14]=[CH:13][C:12]([O:15][C:16]4[CH:17]=[CH:18][C:19]([CH3:32])=[C:20]([NH:22][C:23]([C:25]5[N:29]([CH3:30])[N:28]=[C:27]([CH3:31])[CH:26]=5)=[O:24])[CH:21]=4)=[N:11][N:10]3[CH:33]=2)=[O:5])[CH2:3][CH2:2]1. The yield is 0.750. (5) The reactants are [Si:1]([O:8][CH:9]1[CH2:14][CH2:13][CH2:12][CH2:11][C:10]1=O)([C:4]([CH3:7])([CH3:6])[CH3:5])([CH3:3])[CH3:2].[C:16]([O:20][C:21]([CH3:24])([CH3:23])[CH3:22])(=[O:19])[NH:17][NH2:18]. No catalyst specified. The product is [C:21]([O:20][C:16]([NH:17][N:18]=[C:12]1[CH2:13][CH2:14][CH:9]([O:8][Si:1]([C:4]([CH3:7])([CH3:6])[CH3:5])([CH3:3])[CH3:2])[CH2:10][CH2:11]1)=[O:19])([CH3:24])([CH3:23])[CH3:22]. The yield is 0.900. (6) The reactants are [OH:1][C:2]1[CH:3]=[C:4]([CH:7]=[CH:8][CH:9]=1)[CH:5]=[O:6].C(O[Cl:15])(C)(C)C. The catalyst is CC(O)=O. The product is [Cl:15][C:3]1[C:2]([OH:1])=[CH:9][CH:8]=[CH:7][C:4]=1[CH:5]=[O:6]. The yield is 0.550. (7) The product is [Si:1]([O:8][C:9]1[CH:10]=[CH:11][C:12]([CH2:13][CH:14]([C:41]([OH:43])=[O:42])[C:15]([C@H:27]2[CH2:28][CH2:29][C@@H:30]([O:33][Si:34]([C:37]([CH3:38])([CH3:39])[CH3:40])([CH3:36])[CH3:35])[CH2:31][CH2:32]2)([OH:26])[C:16]([OH:18])=[O:17])=[CH:51][CH:52]=1)([C:4]([CH3:5])([CH3:6])[CH3:7])([CH3:3])[CH3:2]. The reactants are [Si:1]([O:8][C:9]1[CH:52]=[CH:51][C:12]([CH2:13][CH:14]([C:41]([O:43]CC2C=CC=CC=2)=[O:42])[C:15]([C@H:27]2[CH2:32][CH2:31][C@@H:30]([O:33][Si:34]([C:37]([CH3:40])([CH3:39])[CH3:38])([CH3:36])[CH3:35])[CH2:29][CH2:28]2)([OH:26])[C:16]([O:18]CC2C=CC=CC=2)=[O:17])=[CH:11][CH:10]=1)([C:4]([CH3:7])([CH3:6])[CH3:5])([CH3:3])[CH3:2].[H][H]. The catalyst is [Pd].[C]. The yield is 0.990. (8) The reactants are C[Si](C)(C)CCOC[N:7]1[C:11]2=[N:12][CH:13]=[CH:14][C:15]([C:16]3[N:20]=[C:19]([C:21]4[CH:22]=[C:23]([CH:26]=[CH:27][CH:28]=4)[C:24]#[N:25])[O:18][N:17]=3)=[C:10]2[CH:9]=[CH:8]1.[C:31]([OH:37])([C:33]([F:36])([F:35])[F:34])=[O:32].CO. The catalyst is [OH-].[NH4+]. The product is [C:31]([OH:37])([C:33]([F:36])([F:35])[F:34])=[O:32].[NH:7]1[C:11]2=[N:12][CH:13]=[CH:14][C:15]([C:16]3[N:20]=[C:19]([C:21]4[CH:22]=[C:23]([CH:26]=[CH:27][CH:28]=4)[C:24]#[N:25])[O:18][N:17]=3)=[C:10]2[CH:9]=[CH:8]1. The yield is 0.00200. (9) The catalyst is ClCCl.C(OCC)(=O)C. The product is [Cl:1][C:2]1[CH:23]=[C:22]([Cl:24])[CH:21]=[CH:20][C:3]=1[CH2:4][O:5][C:6]1[CH:11]=[C:10]([O:12][CH:13]([CH3:14])[CH3:15])[CH:9]=[CH:8][C:7]=1[CH2:16][CH2:17][CH:18]=[O:19]. The reactants are [Cl:1][C:2]1[CH:23]=[C:22]([Cl:24])[CH:21]=[CH:20][C:3]=1[CH2:4][O:5][C:6]1[CH:11]=[C:10]([O:12][CH:13]([CH3:15])[CH3:14])[CH:9]=[CH:8][C:7]=1[CH2:16][CH2:17][CH2:18][OH:19].CC(OI1(OC(C)=O)(OC(C)=O)OC(=O)C2C=CC=CC1=2)=O.C(=O)([O-])O.[Na+]. The yield is 1.00.